This data is from Reaction yield outcomes from USPTO patents with 853,638 reactions. The task is: Predict the reaction yield, written as a fraction of the theoretical maximum amount of product (1.0 means a 100% yield; for example, 0.34 means a 34% yield). (1) The reactants are CO.[Cl:3][C:4]1[CH:30]=[CH:29][C:7]([CH2:8][N:9]2[CH:14]=[N:13][C:12]([N:15]3[CH2:20][CH2:19][C:18]([C:21]4[CH:26]=[CH:25][C:24]([F:27])=[CH:23][CH:22]=4)=[CH:17][CH2:16]3)=[N:11][C:10]2=[O:28])=[CH:6][CH:5]=1.[H][H]. The catalyst is [Pd].C(Cl)(Cl)Cl. The product is [Cl:3][C:4]1[CH:5]=[CH:6][C:7]([CH2:8][N:9]2[CH:14]=[N:13][C:12]([N:15]3[CH2:16][CH2:17][CH:18]([C:21]4[CH:26]=[CH:25][C:24]([F:27])=[CH:23][CH:22]=4)[CH2:19][CH2:20]3)=[N:11][C:10]2=[O:28])=[CH:29][CH:30]=1. The yield is 0.920. (2) The reactants are [CH2:1]([C:5]1[N:9]([C:10]2[N:15]=[C:14]([C:16]3[S:17][CH:18]=[CH:19][CH:20]=3)[C:13]([CH3:21])=[CH:12][N:11]=2)[N:8]=[CH:7][C:6]=1[NH2:22])[CH2:2][CH2:3][CH3:4].[N:23]1[CH:28]=[CH:27][C:26]([CH2:29][C:30](O)=[O:31])=[CH:25][CH:24]=1.CN(C(ON1N=NC2C=CC=CC1=2)=[N+](C)C)C.F[P-](F)(F)(F)(F)F.CCN(C(C)C)C(C)C. The catalyst is CN(C=O)C.C([O-])(O)=O.[Na+]. The product is [CH2:1]([C:5]1[N:9]([C:10]2[N:15]=[C:14]([C:16]3[S:17][CH:18]=[CH:19][CH:20]=3)[C:13]([CH3:21])=[CH:12][N:11]=2)[N:8]=[CH:7][C:6]=1[NH:22][C:30](=[O:31])[CH2:29][C:26]1[CH:27]=[CH:28][N:23]=[CH:24][CH:25]=1)[CH2:2][CH2:3][CH3:4]. The yield is 0.640.